Regression. Given a target protein amino acid sequence and a drug SMILES string, predict the binding affinity score between them. We predict pIC50 (pIC50 = -log10(IC50 in M); higher means more potent). Dataset: bindingdb_ic50. From a dataset of Drug-target binding data from BindingDB using IC50 measurements. (1) The compound is CCNC(=O)Nc1cc(Nc2ccc(O)cc2)c(C(=O)Nc2cccnc2)cn1. The target protein (Q2FYS5) has sequence MNKQNNYSDDSIQVLEGLEAVRKRPGMYIGSTDKRGLHHLVYEIVDNSVDEVLNGYGNEIDVTINKDGSISIEDNGRGMPTGIHKSGKPTVEVIFTVLHAGGKFGQGGYKTSGGLHGVGASVVNALSEWLEVEIHRDGNIYHQSFKNGGSPSSGLVKKGKTKKTGTKVTFKPDDTIFKASTSFNFDVLSERLQESAFLLKNLKITLNDLRSGKERQEHYHYEEGIKEFVSYVNEGKEVLHDVATFSGEANGIEVDVAFQYNDQYSESILSFVNNVRTKDGGTHEVGFKTAMTRVFNDYARRINELKTKDKNLDGNDIREGLTAVVSVRIPEELLQFEGQTKSKLGTSEARSAVDSVVADKLPFYLEEKGQLSKSLVKKAIKAQQAREAARKAREDARSGKKNKRKDTLLSGKLTPAQSKNTEKNELYLVEGDSAGGSAKLGRDRKFQAILPLRGKVINTEKARLEDIFKNEEINTIIHTIGAGVGTDFKIEDSNYNRVII.... The pIC50 is 7.1. (2) The compound is CCN1C(=S)N2CCCC2c2c(N3CCOCC3)nc(-c3ccc(OC)cc3)nc21. The target protein (P32871) has sequence MPPRPSSGELWGIHLMPPRILVECLLPNGMIVTLECLREATLITIKHELFKEARKYPLHQLLQDESSYIFVSVTQEAEREEFFDETRRLCDLRLFQPFLKVIEPVGNREEKILNREIGFAIGMPVCEFDMVKDPEVQDFRRNILNVCKEAVDLRDLNSPHSRAMYVYPPNVESSPELPKHIYNKLDKGQIIVVIWVIVSPNNDKQKYTLKINHDCVPEQVIAEAIRKKTRSMLLSSEQLKLCVLEYQGKYILKVCGCDEYFLEKYPLSQYKYIRSCIMLGRMPNLMLMAKESLYSQLPMDCFTMPSYSRRISTATPYMNGETSTKSLWVINSALRIKILCATYVNVNIRDIDKIYVRTGIYHGGEPLCDNVNTQRVPCSNPRWNEWLNYDIYIPDLPRAARLCLSICSVKGRKGAKEEHCPLAWGNINLFDYTDTLVSGKMALNLWPVPHGLEDLLNPIGVTGSNPNKETPCLELEFDWFSSVVKFPDMSVIEEHANWSV.... The pIC50 is 6.4.